This data is from Reaction yield outcomes from USPTO patents with 853,638 reactions. The task is: Predict the reaction yield, written as a fraction of the theoretical maximum amount of product (1.0 means a 100% yield; for example, 0.34 means a 34% yield). The reactants are [CH3:1][N:2]([CH3:32])[C:3](=[O:31])[CH2:4][N:5]([C@@H:25]1[CH2:30][CH2:29][CH2:28][NH:27][CH2:26]1)[C:6]1[C:7]2[CH:14]=[CH:13][N:12]([S:15]([C:18]3[CH:24]=[CH:23][C:21]([CH3:22])=[CH:20][CH:19]=3)(=[O:17])=[O:16])[C:8]=2[N:9]=[CH:10][N:11]=1.CCN=C=NCCCN(C)C.C1C=CC2N(O)N=NC=2C=1.[Cl:54][C:55]1[CH:56]=[C:57]([NH:62][CH2:63][C:64](O)=[O:65])[CH:58]=[C:59]([Cl:61])[CH:60]=1.CCN(C(C)C)C(C)C. The catalyst is CN(C=O)C.O. The product is [Cl:54][C:55]1[CH:56]=[C:57]([NH:62][CH2:63][C:64]([N:27]2[CH2:28][CH2:29][CH2:30][C@@H:25]([N:5]([C:6]3[C:7]4[CH:14]=[CH:13][N:12]([S:15]([C:18]5[CH:19]=[CH:20][C:21]([CH3:22])=[CH:23][CH:24]=5)(=[O:17])=[O:16])[C:8]=4[N:9]=[CH:10][N:11]=3)[CH2:4][C:3]([N:2]([CH3:1])[CH3:32])=[O:31])[CH2:26]2)=[O:65])[CH:58]=[C:59]([Cl:61])[CH:60]=1. The yield is 0.310.